Dataset: Forward reaction prediction with 1.9M reactions from USPTO patents (1976-2016). Task: Predict the product of the given reaction. (1) Given the reactants C([C:3]1[CH:8]=[C:7]([C:9]([F:12])([F:11])[F:10])[CH:6]=[C:5]([C:13]([F:16])([F:15])[F:14])[CH:4]=1)=C.C[N+]1([O-])[CH2:23][CH2:22][O:21]CC1.S(=O)(O)[O-:26].[Na+], predict the reaction product. The product is: [F:14][C:13]([F:16])([F:15])[C:5]1[CH:4]=[C:3]([CH:22]([OH:21])[CH2:23][OH:26])[CH:8]=[C:7]([C:9]([F:12])([F:11])[F:10])[CH:6]=1. (2) Given the reactants C1(C2N(C3C=CC=CC=3C(F)(F)F)N=CC=2C(NC(N)=N)=O)CC1.FC(F)(F)C1C=C(Cl)C=CC=1N1C(C2CC2)=C(C(NC(N)=N)=O)C=N1.[CH:50]1([C:53]2[N:57]([C:58]3[CH:67]=[CH:66][CH:65]=[C:64]4[C:59]=3[CH:60]=[CH:61][C:62](=O)[NH:63]4)[N:56]=[CH:55][C:54]=2[C:69]([NH:71][C:72]([NH2:74])=[NH:73])=[O:70])[CH2:52][CH2:51]1, predict the reaction product. The product is: [CH:50]1([C:53]2[N:57]([C:58]3[CH:67]=[CH:66][CH:65]=[C:64]4[C:59]=3[CH:60]=[CH:61][CH:62]=[N:63]4)[N:56]=[CH:55][C:54]=2[C:69]([NH:71][C:72]([NH2:74])=[NH:73])=[O:70])[CH2:51][CH2:52]1. (3) Given the reactants C([O:3][C:4](=[O:34])[CH:5]([C:10]1[CH:11]=[C:12]([C:24]2[CH:29]=[CH:28][C:27]([C:30]([F:33])([F:32])[F:31])=[CH:26][CH:25]=2)[CH:13]=[C:14](OS(C(F)(F)F)(=O)=O)[CH:15]=1)[CH2:6][CH:7]([CH3:9])[CH3:8])C.[Cl:35][C:36]1[CH:41]=[CH:40][C:39](B(O)O)=[CH:38][CH:37]=1, predict the reaction product. The product is: [Cl:35][C:36]1[CH:41]=[CH:40][C:39]([C:14]2[CH:15]=[C:10]([CH:5]([CH2:6][CH:7]([CH3:9])[CH3:8])[C:4]([OH:34])=[O:3])[CH:11]=[C:12]([C:24]3[CH:25]=[CH:26][C:27]([C:30]([F:31])([F:32])[F:33])=[CH:28][CH:29]=3)[CH:13]=2)=[CH:38][CH:37]=1.